Dataset: Forward reaction prediction with 1.9M reactions from USPTO patents (1976-2016). Task: Predict the product of the given reaction. (1) Given the reactants [C:1]1([CH3:11])[CH:6]=[CH:5][C:4]([S:7](Cl)(=[O:9])=[O:8])=[CH:3][CH:2]=1.[CH3:12][C:13]1([CH2:17][OH:18])[CH2:16][O:15][CH2:14]1, predict the reaction product. The product is: [CH3:11][C:1]1[CH:6]=[CH:5][C:4]([S:7]([O:18][CH2:17][C:13]2([CH3:12])[CH2:16][O:15][CH2:14]2)(=[O:9])=[O:8])=[CH:3][CH:2]=1. (2) Given the reactants [CH3:1][N:2]([CH2:4][C:5]1[CH:22]=[CH:21][C:8](/[CH:9]=[N:10]/[C:11]2[CH:19]=[CH:18][CH:17]=[C:16]3[C:12]=2[CH2:13][O:14][C:15]3=[O:20])=[CH:7][CH:6]=1)[CH3:3].[CH3:23][C:24]1[CH:31]=[CH:30][C:27]([CH:28]=O)=[CH:26][CH:25]=1.[O-:32][CH2:33][CH3:34].[Na+].C(O)C, predict the reaction product. The product is: [CH3:3][N:2]([CH2:4][C:5]1[CH:6]=[CH:7][C:8]([CH:9]2[CH:23]([C:24]3[CH:31]=[CH:30][C:27]([CH3:28])=[CH:26][CH:25]=3)[C:13](=[O:14])[C:12]3[C:16]([C:15]([O:32][CH2:33][CH3:34])=[O:20])=[CH:17][CH:18]=[CH:19][C:11]=3[NH:10]2)=[CH:21][CH:22]=1)[CH3:1]. (3) Given the reactants [SH:1][C:2]1[CH:7]=[CH:6][N:5]=[CH:4][CH:3]=1.[H-].[Na+].Br[C:11]1[N:16]=[CH:15][C:14]([CH:17]=[O:18])=[CH:13][CH:12]=1.O, predict the reaction product. The product is: [N:5]1[CH:6]=[CH:7][C:2]([S:1][C:11]2[N:16]=[CH:15][C:14]([CH:17]=[O:18])=[CH:13][CH:12]=2)=[CH:3][CH:4]=1. (4) Given the reactants [C:1]1([S:7][CH2:8][C:9]([OH:11])=O)[CH:6]=[CH:5][CH:4]=[CH:3][CH:2]=1.[C:12]1([CH3:24])[CH:17]=[CH:16][CH:15]=[CH:14][C:13]=1[N:18]1[CH2:23][CH2:22][NH:21][CH2:20][CH2:19]1.CCN(CC)CC.C(P1(=O)OP(CCC)(=O)OP(CCC)(=O)O1)CC, predict the reaction product. The product is: [C:1]1([S:7][CH2:8][C:9]([N:21]2[CH2:22][CH2:23][N:18]([C:13]3[CH:14]=[CH:15][CH:16]=[CH:17][C:12]=3[CH3:24])[CH2:19][CH2:20]2)=[O:11])[CH:2]=[CH:3][CH:4]=[CH:5][CH:6]=1. (5) The product is: [C:24]([NH:1][C:2]1[CH:7]=[CH:6][C:5]([O:8][CH3:9])=[CH:4][C:3]=1[C:10]#[C:11][C:12]1[CH:21]=[C:20]([O:22][CH3:23])[CH:19]=[CH:18][C:13]=1[C:14]([O:16][CH3:17])=[O:15])(=[O:26])[CH3:25]. Given the reactants [NH2:1][C:2]1[CH:7]=[CH:6][C:5]([O:8][CH3:9])=[CH:4][C:3]=1[C:10]#[C:11][C:12]1[CH:21]=[C:20]([O:22][CH3:23])[CH:19]=[CH:18][C:13]=1[C:14]([O:16][CH3:17])=[O:15].[C:24](OC(=O)C)(=[O:26])[CH3:25], predict the reaction product. (6) Given the reactants [Br:1][C:2]1[CH:3]=[C:4]2[C:8](=[CH:9][CH:10]=1)[NH:7][CH:6]=[CH:5]2.[CH:11]([Si:14](Cl)([CH:18]([CH3:20])[CH3:19])[CH:15]([CH3:17])[CH3:16])([CH3:13])[CH3:12], predict the reaction product. The product is: [Br:1][C:2]1[CH:3]=[C:4]2[C:8](=[CH:9][CH:10]=1)[N:7]([Si:14]([CH:18]([CH3:20])[CH3:19])([CH:15]([CH3:17])[CH3:16])[CH:11]([CH3:13])[CH3:12])[CH:6]=[CH:5]2. (7) Given the reactants [Br:1][C:2]1[C:3]([OH:10])=[C:4]([CH:7]=[CH:8][CH:9]=1)[CH:5]=[O:6].[CH:11]([Mg]Cl)=[CH2:12].[Cl-].[NH4+], predict the reaction product. The product is: [Br:1][C:2]1[CH:9]=[CH:8][CH:7]=[C:4]([CH:5]([OH:6])[CH:11]=[CH2:12])[C:3]=1[OH:10].